From a dataset of Reaction yield outcomes from USPTO patents with 853,638 reactions. Predict the reaction yield, written as a fraction of the theoretical maximum amount of product (1.0 means a 100% yield; for example, 0.34 means a 34% yield). (1) The reactants are Cl[CH2:2][CH2:3][O:4][C:5]1[CH:14]=[C:13]2[C:8]([C:9]([O:15][C:16]3[CH:21]=[CH:20][C:19]([CH3:22])=[CH:18][C:17]=3[C:23]([C:25]3[CH:30]=[CH:29][CH:28]=[CH:27][CH:26]=3)=[O:24])=[CH:10][CH:11]=[N:12]2)=[CH:7][C:6]=1[O:31][CH3:32].[NH:33]1[CH:37]=[CH:36][N:35]=[CH:34]1.[C:38](=O)([O-])[O-:39].[K+].[K+].O. The catalyst is CN(C)C=O. The product is [N:33]1([C:38]([CH2:2][CH2:3][O:4][C:5]2[CH:14]=[C:13]3[C:8]([C:9]([O:15][C:16]4[CH:21]=[CH:20][C:19]([CH3:22])=[CH:18][C:17]=4[C:23]([C:25]4[CH:30]=[CH:29][CH:28]=[CH:27][CH:26]=4)=[O:24])=[CH:10][CH:11]=[N:12]3)=[CH:7][C:6]=2[O:31][CH3:32])=[O:39])[CH:37]=[CH:36][N:35]=[CH:34]1. The yield is 0.630. (2) The reactants are C([O:3][C:4]([C:6]1[CH:7]=[C:8]2[C:13](=[CH:14][CH:15]=1)[NH:12][CH:11]([C:16]1[CH:21]=[CH:20][CH:19]=[C:18]([S:22]([CH3:25])(=[O:24])=[O:23])[CH:17]=1)[CH2:10][C:9]2([CH3:27])[CH3:26])=[O:5])C.[OH-].[Na+].O.Cl. The catalyst is C(#N)C. The product is [CH3:25][S:22]([C:18]1[CH:17]=[C:16]([CH:11]2[CH2:10][C:9]([CH3:27])([CH3:26])[C:8]3[C:13](=[CH:14][CH:15]=[C:6]([C:4]([OH:5])=[O:3])[CH:7]=3)[NH:12]2)[CH:21]=[CH:20][CH:19]=1)(=[O:24])=[O:23]. The yield is 0.900. (3) The reactants are [S-:1][C:2]#[N:3].[NH4+].[C:5](Cl)(=[O:12])[C:6]1[CH:11]=[CH:10][CH:9]=[CH:8][CH:7]=1.[Br:14][C:15]1[CH:16]=[C:17]([CH:19]=[C:20]([I:22])[CH:21]=1)[NH2:18].O. The catalyst is CC(C)=O. The product is [C:5]([NH:3][C:2]([NH:18][C:17]1[CH:19]=[C:20]([I:22])[CH:21]=[C:15]([Br:14])[CH:16]=1)=[S:1])(=[O:12])[C:6]1[CH:11]=[CH:10][CH:9]=[CH:8][CH:7]=1. The yield is 0.840. (4) The reactants are [CH2:1]1COC23OCCOC2([C@]2(CC[C@H]4[C@@H](C[C@@H](COC)C5[C@]4(C)CCCC5)[C@@H]2C3)C)[O:2]1.[C:31]([C@@H:33]1[CH:50]2[C@:45]([CH3:52])([CH2:46][CH2:47][C:48](=[O:51])[CH2:49]2)[C@@H:44]2[C@H:35]([C@H:36]3[C@@:40]([CH2:42][CH2:43]2)([CH3:41])[C:39](=[O:53])[CH2:38][CH2:37]3)[CH2:34]1)#N. The product is [CH3:1][O:2][CH2:31][C@H:33]1[CH:50]2[C@:45]([CH3:52])([CH2:46][CH2:47][C:48](=[O:51])[CH2:49]2)[C@@H:44]2[C@H:35]([C@H:36]3[C@@:40]([CH2:42][CH2:43]2)([CH3:41])[C:39](=[O:53])[CH2:38][CH2:37]3)[CH2:34]1. No catalyst specified. The yield is 0.900.